This data is from Reaction yield outcomes from USPTO patents with 853,638 reactions. The task is: Predict the reaction yield, written as a fraction of the theoretical maximum amount of product (1.0 means a 100% yield; for example, 0.34 means a 34% yield). (1) The reactants are [CH3:1][NH:2][C:3]1[CH:8]=[CH:7][CH:6]=[C:5]([NH2:9])[N:4]=1.Cl[C:11]1[CH:16]=[C:15]([Cl:17])[N:14]=[CH:13][N:12]=1.CCN(C(C)C)C(C)C. The catalyst is C(O)CCC. The yield is 0.330. The product is [Cl:17][C:15]1[N:14]=[CH:13][N:12]=[C:11]([NH:9][C:5]2[CH:6]=[CH:7][CH:8]=[C:3]([NH:2][CH3:1])[N:4]=2)[CH:16]=1. (2) The reactants are [C:1]([N:5]1[CH:9]=[C:8]([NH:10][C:11]([NH:13][C:14]2[CH:19]=[C:18]([C:20]3[C:31](=[O:32])[N:30]([CH3:33])[C:23]4[N:24]=[C:25]([NH:28][CH3:29])[N:26]=[CH:27][C:22]=4[CH:21]=3)[C:17]([CH3:34])=[CH:16][C:15]=2[F:35])=[O:12])[CH:7]=[N:6]1)([CH3:4])([CH3:3])[CH3:2].[CH:36]1(N)C[CH2:37]1. The catalyst is C1COCC1. The product is [C:1]([N:5]1[CH:9]=[C:8]([NH:10][C:11]([NH:13][C:14]2[CH:19]=[C:18]([C:20]3[C:31](=[O:32])[N:30]([CH3:33])[C:23]4[N:24]=[C:25]([NH:28][CH:29]5[CH2:37][CH2:36]5)[N:26]=[CH:27][C:22]=4[CH:21]=3)[C:17]([CH3:34])=[CH:16][C:15]=2[F:35])=[O:12])[CH:7]=[N:6]1)([CH3:3])([CH3:2])[CH3:4]. The yield is 0.640. (3) The catalyst is [Ru].CO. The product is [Cl:8][C:9]1[CH:10]=[C:11]([C@H:15]([OH:17])[CH3:16])[CH:12]=[CH:13][CH:14]=1. The reactants are C([O-])=O.[K+].C(O)=O.[Cl:8][C:9]1[CH:10]=[C:11]([C:15](=[O:17])[CH3:16])[CH:12]=[CH:13][CH:14]=1. The yield is 1.00. (4) The reactants are C(B1[O:11][C@H:10]2[CH2:12][C@H:7]([C@H:8]([CH2:25][CH2:26][C@@H:27](O)[CH2:28][CH2:29][C:30]3[CH:35]=[CH:34][CH:33]=[CH:32][CH:31]=3)[C@H:9]2[CH2:13]/[CH:14]=[CH:15]\[CH2:16][CH2:17][CH2:18][C:19]([O:21][CH:22]([CH3:24])[CH3:23])=[O:20])[O:6]1)CCC.[O:37]=[C:38]([O:44][CH2:45][CH:46]([CH2:50][C:51]#[CH:52])[CH2:47][C:48]#[CH:49])[CH2:39][CH2:40][C:41]([OH:43])=[O:42].C1CCC(N=C=NC2CCCCC2)CC1. The catalyst is C(Cl)Cl.CN(C1C=CN=CC=1)C.CO. The product is [C:41]([O:43][C@@H:27]([CH2:28][CH2:29][C:30]1[CH:31]=[CH:32][CH:33]=[CH:34][CH:35]=1)[CH2:26][CH2:25][C@H:8]1[C@H:7]([OH:6])[CH2:12][C@H:10]([OH:11])[C@@H:9]1[CH2:13]/[CH:14]=[CH:15]\[CH2:16][CH2:17][CH2:18][C:19]([O:21][CH:22]([CH3:24])[CH3:23])=[O:20])(=[O:42])[CH2:40][CH2:39][C:38]([O:44][CH2:45][CH:46]([CH2:47][C:48]#[CH:49])[CH2:50][C:51]#[CH:52])=[O:37]. The yield is 0.540.